Dataset: Full USPTO retrosynthesis dataset with 1.9M reactions from patents (1976-2016). Task: Predict the reactants needed to synthesize the given product. (1) Given the product [CH:19]1([C:15]2[CH:14]=[C:13]([N:7]3[CH2:6][CH2:5][C:4]4[N:3]=[C:2]([C:26]5[C:25]([CH:22]([CH3:24])[CH3:23])=[CH:33][CH:32]=[C:31]6[C:27]=5[CH:28]=[N:29][NH:30]6)[CH:11]=[C:10]([CH3:12])[C:9]=4[CH2:8]3)[N:17]([CH3:18])[N:16]=2)[CH2:21][CH2:20]1, predict the reactants needed to synthesize it. The reactants are: Cl[C:2]1[CH:11]=[C:10]([CH3:12])[C:9]2[CH2:8][N:7]([C:13]3[N:17]([CH3:18])[N:16]=[C:15]([CH:19]4[CH2:21][CH2:20]4)[CH:14]=3)[CH2:6][CH2:5][C:4]=2[N:3]=1.[CH:22]([C:25]1[C:26](B2OC(C)(C)C(C)(C)O2)=[C:27]2[C:31](=[CH:32][CH:33]=1)[NH:30][N:29]=[CH:28]2)([CH3:24])[CH3:23].[O-]P([O-])([O-])=O.[K+].[K+].[K+]. (2) Given the product [Br:1][C:2]([Br:11])=[CH:3][C:4]1[CH:9]=[CH:8][CH:7]=[CH:6][C:5]=1[NH:10][C:25]1[CH:24]=[CH:23][CH:22]=[CH:21][C:20]=1[CH3:19], predict the reactants needed to synthesize it. The reactants are: [Br:1][C:2]([Br:11])=[CH:3][C:4]1[CH:9]=[CH:8][CH:7]=[CH:6][C:5]=1[NH2:10].[C:19](O)(=O)[CH2:20][CH2:21][CH2:22][CH2:23][CH2:24][CH2:25][CH2:19][CH2:20][CH2:21][CH2:22][CH2:23][CH2:24][CH3:25].N1C(C)=CC=CC=1C. (3) The reactants are: [Cl:1][C:2]1[N:3]=[C:4](Cl)[C:5]2[N:10]=[C:9]([CH3:11])[S:8][C:6]=2[N:7]=1.CCN(C(C)C)C(C)C.[CH3:22][N:23]1[CH:27]=[C:26]([NH2:28])[N:25]=[CH:24]1.CN1C=C([N+]([O-])=O)N=C1. Given the product [Cl:1][C:2]1[N:3]=[C:4]([NH:28][C:26]2[N:25]=[CH:24][N:23]([CH3:22])[CH:27]=2)[C:5]2[N:10]=[C:9]([CH3:11])[S:8][C:6]=2[N:7]=1, predict the reactants needed to synthesize it.